From a dataset of Full USPTO retrosynthesis dataset with 1.9M reactions from patents (1976-2016). Predict the reactants needed to synthesize the given product. (1) Given the product [CH2:19]1[C:20]2[N:15]([C:14]3[C:4]([N:1]=2)=[CH:5][C:6]([C:7]([O:9][CH2:10][CH3:11])=[O:8])=[CH:12][CH:13]=3)[CH2:16][CH2:17][S:18]1, predict the reactants needed to synthesize it. The reactants are: [N+:1]([C:4]1[CH:5]=[C:6]([CH:12]=[CH:13][C:14]=1[N:15]1[CH2:20][CH2:19][S:18][CH2:17][C:16]1=O)[C:7]([O:9][CH2:10][CH3:11])=[O:8])([O-])=O.O.Cl. (2) Given the product [CH2:18]1[C:19]2[C:24](=[CH:23][CH:22]=[CH:21][CH:20]=2)[CH2:25][CH:17]1[NH:16][C:12]1[CH:11]=[C:10]2[C:15](=[N:14][CH:13]=1)[N:6]([CH2:4][CH3:5])[CH:7]=[C:8]([C:27]([N:37]1[CH2:42][CH2:41][O:40][CH2:39][CH2:38]1)=[O:28])[C:9]2=[O:26], predict the reactants needed to synthesize it. The reactants are: ClCCl.[CH2:4]([N:6]1[C:15]2[C:10](=[CH:11][C:12]([NH:16][CH:17]3[CH2:25][C:24]4[C:19](=[CH:20][CH:21]=[CH:22][CH:23]=4)[CH2:18]3)=[CH:13][N:14]=2)[C:9](=[O:26])[C:8]([C:27](O)=[O:28])=[CH:7]1)[CH3:5].C(Cl)(=O)C(C)(C)C.[NH:37]1[CH2:42][CH2:41][O:40][CH2:39][CH2:38]1. (3) Given the product [CH3:35][N:34]([CH2:33][C:10]1[C:11]2[O:15][N:14]=[C:13]([CH2:16][CH2:17][CH:18]3[CH2:23][CH2:22][NH:21][CH2:20][CH2:19]3)[C:12]=2[CH:31]=[CH:32][C:9]=1[CH2:8][O:7][C:6]1[CH:5]=[CH:4][C:3]([C:1]#[N:2])=[CH:38][CH:37]=1)[CH3:36], predict the reactants needed to synthesize it. The reactants are: [C:1]([C:3]1[CH:38]=[CH:37][C:6]([O:7][CH2:8][C:9]2[CH:32]=[CH:31][C:12]3[C:13]([CH2:16][CH2:17][CH:18]4[CH2:23][CH2:22][N:21](C(OC(C)(C)C)=O)[CH2:20][CH2:19]4)=[N:14][O:15][C:11]=3[C:10]=2[CH2:33][N:34]([CH3:36])[CH3:35])=[CH:5][CH:4]=1)#[N:2].Cl. (4) Given the product [Cl:7][C:8]1[C:13]([Cl:14])=[CH:12][CH:11]=[CH:10][C:9]=1[CH2:15][CH2:16][O:17][CH2:18][CH2:19][N:21]1[CH2:22][CH2:23][CH:24]([OH:27])[CH2:25][CH2:26]1, predict the reactants needed to synthesize it. The reactants are: [H-].[Al+3].[Li+].[H-].[H-].[H-].[Cl:7][C:8]1[C:13]([Cl:14])=[CH:12][CH:11]=[CH:10][C:9]=1[CH2:15][CH2:16][O:17][CH2:18][C:19]([N:21]1[CH2:26][CH2:25][CH:24]([OH:27])[CH2:23][CH2:22]1)=O.O.O.O.O.O.O.O.O.O.O.S([O-])([O-])(=O)=O.[Na+].[Na+].[OH-].[Na+]. (5) The reactants are: C[O:2][C:3]([C:5]1[CH:26]=[CH:25][C:8]2[C:9]3[N:10]=[C:11]([C:17]4[N:18]([CH:22]([CH3:24])[CH3:23])[N:19]=[CH:20][N:21]=4)[S:12][C:13]=3[CH2:14][CH2:15][O:16][C:7]=2[CH:6]=1)=O.[H-].C([Al+]CC(C)C)C(C)C.CO.C(C(C(C([O-])=O)O)O)([O-])=O.[Na+].[K+]. Given the product [CH:22]([N:18]1[C:17]([C:11]2[S:12][C:13]3[CH2:14][CH2:15][O:16][C:7]4[CH:6]=[C:5]([CH2:3][OH:2])[CH:26]=[CH:25][C:8]=4[C:9]=3[N:10]=2)=[N:21][CH:20]=[N:19]1)([CH3:24])[CH3:23], predict the reactants needed to synthesize it. (6) Given the product [CH2:18]([O:17][C:16]1[C:9]([O:8][C:1](=[O:37])[CH3:2])=[C:10]([CH:11]=[O:12])[C:13]([N+:25]([O-:27])=[O:26])=[CH:14][CH:15]=1)[C:19]1[CH:24]=[CH:23][CH:22]=[CH:21][CH:20]=1, predict the reactants needed to synthesize it. The reactants are: [CH2:1]([O:8][C:9]1[C:16]([O:17][CH2:18][C:19]2[CH:24]=[CH:23][CH:22]=[CH:21][CH:20]=2)=[CH:15][CH:14]=[C:13]([N+:25]([O-:27])=[O:26])[C:10]=1[CH:11]=[O:12])[C:2]1C=CC=CC=1.C1C=CC=CC=1.Cl.C([O:37]CC)C.